From a dataset of Reaction yield outcomes from USPTO patents with 853,638 reactions. Predict the reaction yield, written as a fraction of the theoretical maximum amount of product (1.0 means a 100% yield; for example, 0.34 means a 34% yield). (1) The reactants are Br[C:2]1[C:3]([N+:13]([O-:15])=[O:14])=[CH:4][C:5]([N+:10]([O-:12])=[O:11])=[C:6]([CH:9]=1)[CH:7]=[O:8].C(=O)([O-])[O-].[Na+].[Na+].[CH:22]1(B(O)O)[CH2:24][CH2:23]1. The catalyst is C1(C)C=CC=CC=1.O.CCOC(C)=O.[Pd].C1(P(C2C=CC=CC=2)C2C=CC=CC=2)C=CC=CC=1.C1(P(C2C=CC=CC=2)C2C=CC=CC=2)C=CC=CC=1.C1(P(C2C=CC=CC=2)C2C=CC=CC=2)C=CC=CC=1.C1(P(C2C=CC=CC=2)C2C=CC=CC=2)C=CC=CC=1. The product is [CH:22]1([C:2]2[C:3]([N+:13]([O-:15])=[O:14])=[CH:4][C:5]([N+:10]([O-:12])=[O:11])=[C:6]([CH:9]=2)[CH:7]=[O:8])[CH2:24][CH2:23]1. The yield is 0.780. (2) The reactants are [OH:1][C:2]1[C:3]([C:12]#[N:13])=[CH:4][C:5]2[CH:6]=[CH:7][CH2:8][CH2:9][C:10]=2[CH:11]=1.[Cl:14][C:15]1[CH:24]=[C:23]([Cl:25])[CH:22]=[CH:21][C:16]=1[C:17](=[O:20])[CH2:18]Cl.C(=O)([O-])[O-].[K+].[K+].C(OCC)(=O)C. The catalyst is CN(C)C=O.O. The product is [NH2:13][C:12]1[C:3]2[CH:4]=[C:5]3[C:10]([CH2:9][CH2:8][CH:7]=[CH:6]3)=[CH:11][C:2]=2[O:1][C:18]=1[C:17]([C:16]1[CH:21]=[CH:22][C:23]([Cl:25])=[CH:24][C:15]=1[Cl:14])=[O:20]. The yield is 0.140. (3) The reactants are [CH:1]1([CH2:6][CH:7]([C:11]2[CH:16]=[CH:15][C:14]([N+:17]([O-:19])=[O:18])=[CH:13][CH:12]=2)[C:8]([OH:10])=O)[CH2:5][CH2:4][CH2:3][CH2:2]1.C(Cl)(=O)C(Cl)=O.[NH2:26][C:27]1[CH:32]=[CH:31][CH:30]=[CH:29][N:28]=1.C(N(CC)C(C)C)(C)C. The catalyst is C(Cl)Cl.CN(C)C=O.O1CCCC1. The product is [CH:1]1([CH2:6][CH:7]([C:11]2[CH:16]=[CH:15][C:14]([N+:17]([O-:19])=[O:18])=[CH:13][CH:12]=2)[C:8]([NH:26][C:27]2[CH:32]=[CH:31][CH:30]=[CH:29][N:28]=2)=[O:10])[CH2:2][CH2:3][CH2:4][CH2:5]1. The yield is 0.325. (4) The reactants are [SH:1][C:2]1[C:3]([C:8]2[CH:15]=[CH:14][C:11]([C:12]#[N:13])=[CH:10][CH:9]=2)=[N:4][CH:5]=[CH:6][CH:7]=1.Br[C:17]([CH3:24])([CH3:23])[C:18]([O:20][CH2:21][CH3:22])=[O:19].C([O-])([O-])=O.[K+].[K+]. The catalyst is CN(C=O)C. The product is [C:12]([C:11]1[CH:14]=[CH:15][C:8]([C:3]2[C:2]([S:1][C:17]([CH3:24])([CH3:23])[C:18]([O:20][CH2:21][CH3:22])=[O:19])=[CH:7][CH:6]=[CH:5][N:4]=2)=[CH:9][CH:10]=1)#[N:13]. The yield is 0.490. (5) The reactants are [CH3:1][C:2]1([CH3:32])[CH2:7][C:6](=[O:8])[CH2:5][C:4]([CH3:10])([CH3:9])[P:3]1[C:11]1[CH:16]=[CH:15][CH:14]=[CH:13][C:12]=1[C:17]1[C:22]([CH:23]([CH3:25])[CH3:24])=[CH:21][C:20]([CH:26]([CH3:28])[CH3:27])=[CH:19][C:18]=1[CH:29]([CH3:31])[CH3:30].[OH:33][CH2:34][C:35]([CH3:39])([CH2:37]O)[CH3:36].O.C1(C)C=CC(S(O)(=O)=O)=CC=1. No catalyst specified. The product is [CH3:36][C:35]1([CH3:39])[CH2:34][O:33][C:6]2([CH2:7][C:2]([CH3:1])([CH3:32])[P:3]([C:11]3[CH:16]=[CH:15][CH:14]=[CH:13][C:12]=3[C:17]3[C:22]([CH:23]([CH3:24])[CH3:25])=[CH:21][C:20]([CH:26]([CH3:28])[CH3:27])=[CH:19][C:18]=3[CH:29]([CH3:31])[CH3:30])[C:4]([CH3:9])([CH3:10])[CH2:5]2)[O:8][CH2:37]1. The yield is 0.880. (6) The yield is 0.386. The catalyst is C(Cl)(Cl)(Cl)Cl. The reactants are [CH3:1][C:2]1[CH:3]=[CH:4][C:5]([NH:8][C:9]([C:11]2[CH:20]=[CH:19][C:18]3[C:13](=[CH:14][CH:15]=[CH:16][CH:17]=3)[CH:12]=2)=[O:10])=[N:6][CH:7]=1.[Br:21]N1C(=O)CCC1=O.C(OOC(=O)C1C=CC=CC=1)(=O)C1C=CC=CC=1. The product is [Br:21][CH2:1][C:2]1[CH:3]=[CH:4][C:5]([NH:8][C:9]([C:11]2[CH:20]=[CH:19][C:18]3[C:13](=[CH:14][CH:15]=[CH:16][CH:17]=3)[CH:12]=2)=[O:10])=[N:6][CH:7]=1.